Dataset: Catalyst prediction with 721,799 reactions and 888 catalyst types from USPTO. Task: Predict which catalyst facilitates the given reaction. (1) Reactant: [F:1][C:2]1[CH:3]=[C:4]([CH:6]=[CH:7][CH:8]=1)[NH2:5].C[Al](C)C.C[O:14][C:15]([C:17]1[C:26]2[C:25]3[N:27]=[CH:28][CH:29]=[CH:30][C:24]=3[CH2:23][NH:22][CH2:21][C:20]=2[NH:19][CH:18]=1)=O. Product: [F:1][C:2]1[CH:3]=[C:4]([NH:5][C:15]([C:17]2[C:26]3[C:25]4[N:27]=[CH:28][CH:29]=[CH:30][C:24]=4[CH2:23][NH:22][CH2:21][C:20]=3[NH:19][CH:18]=2)=[O:14])[CH:6]=[CH:7][CH:8]=1. The catalyst class is: 2. (2) Reactant: F[C:2]1[C:7]([F:8])=[CH:6][CH:5]=[C:4]([F:9])[N:3]=1.[CH3:10][O-:11].[Na+]. Product: [F:8][C:7]1[C:2]([O:11][CH3:10])=[N:3][C:4]([F:9])=[CH:5][CH:6]=1. The catalyst class is: 5.